Dataset: NCI-60 drug combinations with 297,098 pairs across 59 cell lines. Task: Regression. Given two drug SMILES strings and cell line genomic features, predict the synergy score measuring deviation from expected non-interaction effect. (1) Drug 1: CC1=C(C(CCC1)(C)C)C=CC(=CC=CC(=CC(=O)O)C)C. Drug 2: CN1C(=O)N2C=NC(=C2N=N1)C(=O)N. Cell line: U251. Synergy scores: CSS=5.12, Synergy_ZIP=-3.14, Synergy_Bliss=-5.05, Synergy_Loewe=-1.71, Synergy_HSA=-2.00. (2) Drug 1: C1CC(=O)NC(=O)C1N2CC3=C(C2=O)C=CC=C3N. Drug 2: C(CC(=O)O)C(=O)CN.Cl. Cell line: BT-549. Synergy scores: CSS=4.38, Synergy_ZIP=-3.76, Synergy_Bliss=-3.77, Synergy_Loewe=-2.40, Synergy_HSA=-2.37. (3) Drug 1: CC(CN1CC(=O)NC(=O)C1)N2CC(=O)NC(=O)C2. Drug 2: CN(C)N=NC1=C(NC=N1)C(=O)N. Cell line: A498. Synergy scores: CSS=26.0, Synergy_ZIP=2.26, Synergy_Bliss=1.86, Synergy_Loewe=-2.92, Synergy_HSA=2.01. (4) Drug 1: C1=CC(=CC=C1CC(C(=O)O)N)N(CCCl)CCCl.Cl. Drug 2: C1=CN(C(=O)N=C1N)C2C(C(C(O2)CO)O)O.Cl. Cell line: NCI-H226. Synergy scores: CSS=4.67, Synergy_ZIP=-4.94, Synergy_Bliss=-5.24, Synergy_Loewe=-6.06, Synergy_HSA=-4.96. (5) Drug 1: CN1CCC(CC1)COC2=C(C=C3C(=C2)N=CN=C3NC4=C(C=C(C=C4)Br)F)OC. Drug 2: CC1=C(C(=O)C2=C(C1=O)N3CC4C(C3(C2COC(=O)N)OC)N4)N. Cell line: NCI/ADR-RES. Synergy scores: CSS=9.61, Synergy_ZIP=-2.30, Synergy_Bliss=1.58, Synergy_Loewe=-1.09, Synergy_HSA=-0.515. (6) Drug 1: CN(C)N=NC1=C(NC=N1)C(=O)N. Drug 2: CC1=C2C(C(=O)C3(C(CC4C(C3C(C(C2(C)C)(CC1OC(=O)C(C(C5=CC=CC=C5)NC(=O)C6=CC=CC=C6)O)O)OC(=O)C7=CC=CC=C7)(CO4)OC(=O)C)O)C)OC(=O)C. Cell line: SF-295. Synergy scores: CSS=6.08, Synergy_ZIP=-5.98, Synergy_Bliss=-8.70, Synergy_Loewe=-6.21, Synergy_HSA=-5.79. (7) Drug 1: C1=CC(=CC=C1CCC2=CNC3=C2C(=O)NC(=N3)N)C(=O)NC(CCC(=O)O)C(=O)O. Synergy scores: CSS=32.6, Synergy_ZIP=-4.42, Synergy_Bliss=-3.04, Synergy_Loewe=-3.88, Synergy_HSA=-1.34. Cell line: SF-268. Drug 2: CCC1(C2=C(COC1=O)C(=O)N3CC4=CC5=C(C=CC(=C5CN(C)C)O)N=C4C3=C2)O.Cl.